From a dataset of Full USPTO retrosynthesis dataset with 1.9M reactions from patents (1976-2016). Predict the reactants needed to synthesize the given product. (1) The reactants are: [Br:1][C:2]1[CH:7]=[C:6]([C:8]#[CH:9])[CH:5]=[CH:4][N:3]=1.[N:10]([CH2:13][C:14]1[CH:19]=[CH:18][C:17]([O:20][CH3:21])=[CH:16][CH:15]=1)=[N+:11]=[N-:12].O=C1O[C@H]([C@H](CO)O)C([O-])=C1O.[Na+].C(=O)(O)[O-].[Na+]. Given the product [Br:1][C:2]1[CH:7]=[C:6]([C:8]2[N:12]=[N:11][N:10]([CH2:13][C:14]3[CH:19]=[CH:18][C:17]([O:20][CH3:21])=[CH:16][CH:15]=3)[CH:9]=2)[CH:5]=[CH:4][N:3]=1, predict the reactants needed to synthesize it. (2) Given the product [Br:13][CH2:8][C:6]1[CH:5]=[CH:4][C:3]([C:9]([F:10])([F:11])[F:12])=[C:2]([Cl:1])[CH:7]=1, predict the reactants needed to synthesize it. The reactants are: [Cl:1][C:2]1[CH:7]=[C:6]([CH3:8])[CH:5]=[CH:4][C:3]=1[C:9]([F:12])([F:11])[F:10].[Br:13]N1C(=O)CCC1=O.